Dataset: NCI-60 drug combinations with 297,098 pairs across 59 cell lines. Task: Regression. Given two drug SMILES strings and cell line genomic features, predict the synergy score measuring deviation from expected non-interaction effect. Drug 1: CC12CCC(CC1=CCC3C2CCC4(C3CC=C4C5=CN=CC=C5)C)O. Drug 2: B(C(CC(C)C)NC(=O)C(CC1=CC=CC=C1)NC(=O)C2=NC=CN=C2)(O)O. Cell line: NCI/ADR-RES. Synergy scores: CSS=10.2, Synergy_ZIP=-2.53, Synergy_Bliss=0.534, Synergy_Loewe=-0.816, Synergy_HSA=-0.354.